From a dataset of Catalyst prediction with 721,799 reactions and 888 catalyst types from USPTO. Predict which catalyst facilitates the given reaction. Reactant: [CH2:1]([N:3]1[C:11]2[C:6](=[N:7][CH:8]=[C:9]([F:12])[CH:10]=2)[N:5]([C:13]2[CH:18]=[CH:17][C:16]([OH:19])=[CH:15][CH:14]=2)[C:4]1=[O:20])[CH3:2].[H-].[Na+].Cl[C:24]1[N:28]([CH3:29])[C:27]2[CH:30]=[CH:31][CH:32]=[CH:33][C:26]=2[N:25]=1.O. Product: [CH2:1]([N:3]1[C:11]2[C:6](=[N:7][CH:8]=[C:9]([F:12])[CH:10]=2)[N:5]([C:13]2[CH:18]=[CH:17][C:16]([O:19][C:24]3[N:28]([CH3:29])[C:27]4[CH:30]=[CH:31][CH:32]=[CH:33][C:26]=4[N:25]=3)=[CH:15][CH:14]=2)[C:4]1=[O:20])[CH3:2]. The catalyst class is: 3.